Dataset: Catalyst prediction with 721,799 reactions and 888 catalyst types from USPTO. Task: Predict which catalyst facilitates the given reaction. (1) Reactant: [S:1]1[CH:5]=[CH:4][C:3]2[C:6]([C:10]#[N:11])=[CH:7][CH2:8][CH2:9][C:2]1=2.ClC1C(=O)C(C#N)=C(C#N)C(=O)C=1Cl. Product: [S:1]1[CH:5]=[CH:4][C:3]2[C:6]([C:10]#[N:11])=[CH:7][CH:8]=[CH:9][C:2]1=2. The catalyst class is: 11. (2) Reactant: [OH-].[Na+].[Cl:3][C:4]1[C:5]([C:14]([NH:16][CH:17]([C:28]2([OH:33])[CH2:32][CH2:31][CH2:30][CH2:29]2)[C:18]2[CH:19]=[C:20]([CH:25]=[CH:26][CH:27]=2)[C:21]([O:23]C)=[O:22])=[O:15])=[N:6][CH:7]=[CH:8][C:9]=1[C:10]([F:13])([F:12])[F:11].Cl. Product: [Cl:3][C:4]1[C:5]([C:14]([NH:16][CH:17]([C:28]2([OH:33])[CH2:29][CH2:30][CH2:31][CH2:32]2)[C:18]2[CH:19]=[C:20]([CH:25]=[CH:26][CH:27]=2)[C:21]([OH:23])=[O:22])=[O:15])=[N:6][CH:7]=[CH:8][C:9]=1[C:10]([F:12])([F:11])[F:13]. The catalyst class is: 12. (3) Product: [CH3:22][C:21]1([CH3:23])[O:24][CH:12]([NH:11][C:9](=[O:10])[C:8]2[C:3]([C:2]([F:1])([F:17])[F:18])=[CH:4][CH:5]=[N:6][CH:7]=2)[CH2:15][CH2:19][O:20]1. Reactant: [F:1][C:2]([F:18])([F:17])[C:3]1[C:8]([C:9]([NH:11][CH:12]([CH2:15]O)CO)=[O:10])=[CH:7][N:6]=[CH:5][CH:4]=1.[CH3:19][O:20][C:21]([O:24]C)([CH3:23])[CH3:22].CO. The catalyst class is: 11. (4) Reactant: [Cl:1][CH2:2][C:3](=[O:8])[C:4](Cl)=[N:5][OH:6].[CH:9]([C:11]1[C:16]([F:17])=[CH:15][CH:14]=[CH:13][C:12]=1[F:18])=[CH2:10].C(=O)(O)[O-].[Na+]. Product: [Cl:1][CH2:2][C:3]([C:4]1[CH2:10][CH:9]([C:11]2[C:16]([F:17])=[CH:15][CH:14]=[CH:13][C:12]=2[F:18])[O:6][N:5]=1)=[O:8]. The catalyst class is: 10. (5) Reactant: [ClH:1].O1CCOCC1.[CH3:8][C:9]1[CH:17]=[CH:16][CH:15]=[C:14]2[C:10]=1[C:11]([CH2:41][C:42]1[CH:47]=[CH:46][C:45](/[CH:48]=[CH:49]/[CH2:50][CH2:51][N:52]3[CH2:57][C:56]4([CH2:62][CH2:61][N:60](C(OC(C)(C)C)=O)[CH2:59][CH2:58]4)[CH2:55][CH2:54][CH2:53]3)=[CH:44][CH:43]=1)=[CH:12][N:13]2[C@H:18]1[C@H:23]([O:24][C:25](=[O:27])[CH3:26])[C@@H:22]([O:28][C:29](=[O:31])[CH3:30])[C@H:21]([O:32][C:33](=[O:35])[CH3:34])[C@@H:20]([CH2:36][O:37][C:38](=[O:40])[CH3:39])[O:19]1. Product: [ClH:1].[ClH:1].[C:38]([O:37][CH2:36][C@@H:20]1[C@@H:21]([O:32][C:33](=[O:35])[CH3:34])[C@H:22]([O:28][C:29](=[O:31])[CH3:30])[C@@H:23]([O:24][C:25](=[O:27])[CH3:26])[C@H:18]([N:13]2[C:14]3[C:10](=[C:9]([CH3:8])[CH:17]=[CH:16][CH:15]=3)[C:11]([CH2:41][C:42]3[CH:47]=[CH:46][C:45](/[CH:48]=[CH:49]/[CH2:50][CH2:51][N:52]4[CH2:57][C:56]5([CH2:58][CH2:59][NH:60][CH2:61][CH2:62]5)[CH2:55][CH2:54][CH2:53]4)=[CH:44][CH:43]=3)=[CH:12]2)[O:19]1)(=[O:40])[CH3:39]. The catalyst class is: 4. (6) Reactant: [N:1]1([C:7]2[CH:12]=[CH:11][C:10]([NH:13][C:14]([C:16]3[C:17]([C:23]4[CH:28]=[CH:27][C:26]([CH:29]([CH3:31])[CH3:30])=[CH:25][CH:24]=4)=[C:18]([CH3:22])[CH:19]=[CH:20][CH:21]=3)=[O:15])=[CH:9][N:8]=2)[CH2:6][CH2:5][NH:4][CH2:3][CH2:2]1.[NH:32]1[CH:36]=[CH:35][CH:34]=[C:33]1[CH:37]=O.C(O[BH-](OC(=O)C)OC(=O)C)(=O)C.[Na+]. Product: [NH:32]1[CH:36]=[CH:35][CH:34]=[C:33]1[CH2:37][N:4]1[CH2:3][CH2:2][N:1]([C:7]2[CH:12]=[CH:11][C:10]([NH:13][C:14]([C:16]3[C:17]([C:23]4[CH:24]=[CH:25][C:26]([CH:29]([CH3:31])[CH3:30])=[CH:27][CH:28]=4)=[C:18]([CH3:22])[CH:19]=[CH:20][CH:21]=3)=[O:15])=[CH:9][N:8]=2)[CH2:6][CH2:5]1. The catalyst class is: 2. (7) Reactant: [NH2:1][CH2:2][CH:3]([OH:8])[C:4]([F:7])([F:6])[F:5].[CH3:9][C:10]1[CH:15]=[C:14]([CH3:16])[CH:13]=[C:12]([CH3:17])[C:11]=1[S:18](Cl)(=[O:20])=[O:19]. Product: [CH3:9][C:10]1[CH:15]=[C:14]([CH3:16])[CH:13]=[C:12]([CH3:17])[C:11]=1[S:18]([O:8][CH:3]([CH2:2][NH:1][S:18]([C:11]1[C:12]([CH3:17])=[CH:13][C:14]([CH3:16])=[CH:15][C:10]=1[CH3:9])(=[O:20])=[O:19])[C:4]([F:7])([F:6])[F:5])(=[O:20])=[O:19]. The catalyst class is: 17.